Dataset: Full USPTO retrosynthesis dataset with 1.9M reactions from patents (1976-2016). Task: Predict the reactants needed to synthesize the given product. (1) Given the product [CH2:8]([C:4]1[C:3]([C:10]#[C:11][C:12]2[CH:13]=[CH:14][C:15]([NH2:18])=[N:16][CH:17]=2)=[C:2]([C:24]2[CH:23]=[C:22]([CH3:29])[N:21]=[C:20]([CH3:19])[CH:25]=2)[CH:7]=[CH:6][N:5]=1)[CH3:9], predict the reactants needed to synthesize it. The reactants are: Cl[C:2]1[CH:7]=[CH:6][N:5]=[C:4]([CH2:8][CH3:9])[C:3]=1[C:10]#[C:11][C:12]1[CH:13]=[CH:14][C:15]([NH2:18])=[N:16][CH:17]=1.[CH3:19][C:20]1[CH:25]=[C:24](B(O)O)[CH:23]=[C:22]([CH3:29])[N:21]=1.CC(C1C=C(C(C)C)C(C2C=CC=CC=2P(C2CCCCC2)C2CCCCC2)=C(C(C)C)C=1)C.[O-]P([O-])([O-])=O.[K+].[K+].[K+]. (2) Given the product [F:60][C:61]1[CH:62]=[CH:63][C:64]([O:65][C:66]2[CH:71]=[CH:70][C:69]([S:72]([N:75]([C:81]3([C:85](=[O:88])[NH:86][OH:87])[CH2:84][CH2:83][CH2:82][CH2:3]3)[CH2:76][CH2:77][C:78]([OH:80])=[O:79])(=[O:74])=[O:73])=[CH:68][CH:67]=2)=[CH:89][CH:90]=1, predict the reactants needed to synthesize it. The reactants are: ON[C:3]([C@H]1[C@@](O)(C)CCCN1S(C1C=CC(OCC2C=CC(F)=CC=2Cl)=CC=1)(=O)=O)=O.ONC(C1(NS(C2C=CC(OC3C=CC(F)=CC=3)=CC=2)(=O)=O)CCOCC1)=O.[F:60][C:61]1[CH:90]=[CH:89][C:64]([O:65][C:66]2[CH:71]=[CH:70][C:69]([S:72]([N:75]([C:81]3([C:85](=[O:88])[NH:86][OH:87])[CH2:84][CH2:83][CH2:82]3)[CH2:76][CH2:77][C:78]([OH:80])=[O:79])(=[O:74])=[O:73])=[CH:68][CH:67]=2)=[CH:63][CH:62]=1. (3) Given the product [Cl:1][C:2]1[CH:3]=[CH:4][C:5]([C:26]#[N:27])=[C:6]([C:8]2[C:13]([O:14][CH3:15])=[CH:12][N:11]([CH:16]([CH2:20][C:21]([CH3:23])([CH3:24])[CH3:22])[C:17]([NH:28][C:29]3[CH:41]=[CH:40][C:32]([C:33]([O:35][C:36]([CH3:37])([CH3:38])[CH3:39])=[O:34])=[CH:31][CH:30]=3)=[O:18])[C:10](=[O:25])[CH:9]=2)[CH:7]=1, predict the reactants needed to synthesize it. The reactants are: [Cl:1][C:2]1[CH:3]=[CH:4][C:5]([C:26]#[N:27])=[C:6]([C:8]2[C:13]([O:14][CH3:15])=[CH:12][N:11]([CH:16]([CH2:20][C:21]([CH3:24])([CH3:23])[CH3:22])[C:17](O)=[O:18])[C:10](=[O:25])[CH:9]=2)[CH:7]=1.[NH2:28][C:29]1[CH:41]=[CH:40][C:32]([C:33]([O:35][C:36]([CH3:39])([CH3:38])[CH3:37])=[O:34])=[CH:31][CH:30]=1.CN(C(ON1N=NC2C=CC=NC1=2)=[N+](C)C)C.F[P-](F)(F)(F)(F)F.C(N(CC)C(C)C)(C)C. (4) Given the product [CH3:13][C:14]([CH3:18])([CH3:17])[C:15]#[C:16][C:2]1[O:6][N:5]=[C:4]([C:7]([O:9][CH2:10][CH3:11])=[O:8])[C:3]=1[CH3:12], predict the reactants needed to synthesize it. The reactants are: Br[C:2]1[O:6][N:5]=[C:4]([C:7]([O:9][CH2:10][CH3:11])=[O:8])[C:3]=1[CH3:12].[CH3:13][C:14]([CH3:18])([CH3:17])[C:15]#[CH:16].C1(NC2CCCCC2)CCCCC1. (5) Given the product [Cl:1][C:2]1[CH:3]=[C:4]([CH:14]=[CH:15][C:16]=1[Cl:17])[CH2:5][N:6]1[CH2:11][CH2:10][O:9][CH:8]([CH2:12][NH:13][C:31](=[O:32])[CH2:30][C:20]2[CH:21]=[N:22][N:23]([C:24]3[CH:29]=[CH:28][CH:27]=[CH:26][CH:25]=3)[C:19]=2[CH3:18])[CH2:7]1, predict the reactants needed to synthesize it. The reactants are: [Cl:1][C:2]1[CH:3]=[C:4]([CH:14]=[CH:15][C:16]=1[Cl:17])[CH2:5][N:6]1[CH2:11][CH2:10][O:9][CH:8]([CH2:12][NH2:13])[CH2:7]1.[CH3:18][C:19]1[N:23]([C:24]2[CH:29]=[CH:28][CH:27]=[CH:26][CH:25]=2)[N:22]=[CH:21][C:20]=1[CH2:30][C:31](O)=[O:32].